From a dataset of Full USPTO retrosynthesis dataset with 1.9M reactions from patents (1976-2016). Predict the reactants needed to synthesize the given product. (1) The reactants are: Cl.Cl[CH2:3][CH2:4][NH:5][CH2:6][CH2:7]Cl.[O:9]1[CH2:14][CH2:13][O:12][C:11]2[C:15]([NH2:19])=[CH:16][CH:17]=[CH:18][C:10]1=2. Given the product [O:9]1[CH2:14][CH2:13][O:12][C:11]2[C:15]([N:19]3[CH2:7][CH2:6][NH:5][CH2:4][CH2:3]3)=[CH:16][CH:17]=[CH:18][C:10]1=2, predict the reactants needed to synthesize it. (2) Given the product [NH2:7][C:8]1[O:9][CH2:10][C@@:11]2([N:28]=1)[C:24]1[CH:23]=[C:22]([OH:25])[CH:21]=[C:20]([F:26])[C:19]=1[O:18][C:17]1[C:12]2=[CH:13][C:14]([C:35]2[C:30]([F:29])=[N:31][CH:32]=[CH:33][CH:34]=2)=[CH:15][CH:16]=1, predict the reactants needed to synthesize it. The reactants are: C(=O)([O-])[O-].[Na+].[Na+].[NH2:7][C:8]1[O:9][CH2:10][C@@:11]2([N:28]=1)[C:24]1[CH:23]=[C:22]([OH:25])[CH:21]=[C:20]([F:26])[C:19]=1[O:18][C:17]1[C:12]2=[CH:13][C:14](Br)=[CH:15][CH:16]=1.[F:29][C:30]1[C:35](B(O)O)=[CH:34][CH:33]=[CH:32][N:31]=1.CN(C=O)C. (3) Given the product [CH3:1][N:2]1[C@@H:19]2[CH2:20][C:7]3=[CH:8][CH:9]=[C:10]([OH:21])[C:11]4[O:12][C@H:13]5[C:14]([CH2:16][CH2:17][C@@H:18]2[C@:5]5([C:6]=43)[CH2:4][CH2:3]1)=[O:15].[ClH:22], predict the reactants needed to synthesize it. The reactants are: [CH3:1][N:2]1[C@@H:19]2[CH2:20][C:7]3=[CH:8][CH:9]=[C:10]([OH:21])[C:11]4[O:12][C@H:13]5[C:14]([CH2:16][CH2:17][C@@H:18]2[C@:5]5([C:6]=43)[CH2:4][CH2:3]1)=[O:15].[ClH:22].O. (4) The reactants are: Br[C:2]1[CH:3]=[C:4]2[C:9](=[C:10]([O:12][CH3:13])[CH:11]=1)[N:8]=[CH:7][NH:6][C:5]2=[O:14].[F:15][C:16]1[CH:21]=[CH:20][C:19](B(O)O)=[CH:18][CH:17]=1.C(=O)([O-])[O-].[Cs+].[Cs+].O. Given the product [F:15][C:16]1[CH:21]=[CH:20][C:19]([C:2]2[CH:3]=[C:4]3[C:9](=[C:10]([O:12][CH3:13])[CH:11]=2)[N:8]=[CH:7][NH:6][C:5]3=[O:14])=[CH:18][CH:17]=1, predict the reactants needed to synthesize it. (5) Given the product [C:1]([O:5][C:6](=[O:15])[NH:7][CH:8]1[CH2:13][CH2:12][C:11](=[O:14])[CH2:10][CH2:9]1)([CH3:4])([CH3:2])[CH3:3], predict the reactants needed to synthesize it. The reactants are: [C:1]([O:5][C:6](=[O:15])[NH:7][CH:8]1[CH2:13][CH2:12][CH:11]([OH:14])[CH2:10][CH2:9]1)([CH3:4])([CH3:3])[CH3:2].C[N+]1([O-])CCOCC1. (6) Given the product [Cl:1][C:2]1[C:7]([N+:8]([O-:10])=[O:9])=[CH:6][N:5]=[C:4]([O:11][CH3:12])[CH:3]=1, predict the reactants needed to synthesize it. The reactants are: [Cl:1][C:2]1[C:7]([N+:8]([O-:10])=[O:9])=[CH:6][N:5]=[C:4]([OH:11])[CH:3]=1.[CH3:12]I. (7) Given the product [CH3:2][O:3][CH2:4][CH2:5][N:6]1[CH2:11][CH2:10][N:9]([CH:12]([C:21]2[CH:26]=[CH:25][CH:24]=[CH:23][CH:22]=2)[CH2:13][N:14]2[CH2:15][CH2:16][CH:17]([NH:20][C:36](=[O:40])[CH:37]([CH3:39])[CH3:38])[CH2:18][CH2:19]2)[CH2:8][CH2:7]1, predict the reactants needed to synthesize it. The reactants are: Cl.[CH3:2][O:3][CH2:4][CH2:5][N:6]1[CH2:11][CH2:10][N:9]([CH:12]([C:21]2[CH:26]=[CH:25][CH:24]=[CH:23][CH:22]=2)[CH2:13][N:14]2[CH2:19][CH2:18][CH:17]([NH2:20])[CH2:16][CH2:15]2)[CH2:8][CH2:7]1.CCN(C(C)C)C(C)C.[C:36](Cl)(=[O:40])[CH:37]([CH3:39])[CH3:38]. (8) The reactants are: [C:1]([NH:5][C:6]1[CH:13]=[C:12]([N:14]2[C:22]3[C:17](=[C:18]([N:23]4[CH:27]=[C:26]([C:28]5[CH:29]=[N:30][CH:31]=[CH:32][CH:33]=5)[N:25]=[CH:24]4)[CH:19]=[CH:20][CH:21]=3)[C:16]([CH:34]([CH3:36])[CH3:35])=[N:15]2)[CH:11]=[CH:10][C:7]=1[C:8]#[N:9])([CH3:4])([CH3:3])[CH3:2].[OH-:37].[Na+].OO.O. Given the product [C:1]([NH:5][C:6]1[CH:13]=[C:12]([N:14]2[C:22]3[C:17](=[C:18]([N:23]4[CH:27]=[C:26]([C:28]5[CH:29]=[N:30][CH:31]=[CH:32][CH:33]=5)[N:25]=[CH:24]4)[CH:19]=[CH:20][CH:21]=3)[C:16]([CH:34]([CH3:36])[CH3:35])=[N:15]2)[CH:11]=[CH:10][C:7]=1[C:8]([NH2:9])=[O:37])([CH3:4])([CH3:3])[CH3:2], predict the reactants needed to synthesize it.